Dataset: HIV replication inhibition screening data with 41,000+ compounds from the AIDS Antiviral Screen. Task: Binary Classification. Given a drug SMILES string, predict its activity (active/inactive) in a high-throughput screening assay against a specified biological target. (1) The drug is N#CC(C#N)SCc1ccccc1. The result is 0 (inactive). (2) The molecule is CCc1ccc(NCc2cc(OC)c(OC)c(OC)c2)cc1. The result is 0 (inactive). (3) The drug is Nc1nc(Nc2ccccc2)sc1O. The result is 0 (inactive). (4) The drug is CC(C)(C)NNc1c([N+](=O)[O-])cnn(-c2ccccc2)c1=O. The result is 0 (inactive).